Dataset: Full USPTO retrosynthesis dataset with 1.9M reactions from patents (1976-2016). Task: Predict the reactants needed to synthesize the given product. (1) Given the product [C:2]1([NH:1][CH2:8][CH:9]([OH:10])[CH2:11][OH:12])[CH:7]=[CH:6][CH:5]=[CH:4][CH:3]=1, predict the reactants needed to synthesize it. The reactants are: [NH2:1][C:2]1[CH:7]=[CH:6][CH:5]=[CH:4][CH:3]=1.[CH2:8]1[O:10][CH:9]1[CH2:11][OH:12]. (2) Given the product [CH3:1][C:2]1([CH3:40])[C:14]2[CH:13]=[C:12]([C:15]3[CH:27]=[CH:26][C:25]4[C:24]5[C:19](=[CH:20][C:21]([C:28]#[C:29][C:42]6[CH:47]=[CH:46][C:45]([N+:48]([O-:50])=[O:49])=[CH:44][CH:43]=6)=[CH:22][CH:23]=5)[C:18]([CH3:35])([CH3:34])[C:17]=4[CH:16]=3)[CH:11]=[CH:10][C:9]=2[C:8]2[C:3]1=[CH:4][C:5]([NH:36][C:37](=[O:39])[CH3:38])=[CH:6][CH:7]=2, predict the reactants needed to synthesize it. The reactants are: [CH3:1][C:2]1([CH3:40])[C:14]2[CH:13]=[C:12]([C:15]3[CH:27]=[CH:26][C:25]4[C:24]5[C:19](=[CH:20][C:21]([C:28]#[C:29][Si](C)(C)C)=[CH:22][CH:23]=5)[C:18]([CH3:35])([CH3:34])[C:17]=4[CH:16]=3)[CH:11]=[CH:10][C:9]=2[C:8]2[C:3]1=[CH:4][C:5]([NH:36][C:37](=[O:39])[CH3:38])=[CH:6][CH:7]=2.I[C:42]1[CH:47]=[CH:46][C:45]([N+:48]([O-:50])=[O:49])=[CH:44][CH:43]=1.